The task is: Predict the reactants needed to synthesize the given product.. This data is from Full USPTO retrosynthesis dataset with 1.9M reactions from patents (1976-2016). (1) The reactants are: [NH:1]1[CH2:6][CH2:5][O:4][CH2:3][CH2:2]1.[F:7][C:8]([F:13])([F:12])[CH:9]1[O:11][CH2:10]1. Given the product [F:7][C:8]([F:13])([F:12])[CH:9]([OH:11])[CH2:10][N:1]1[CH2:6][CH2:5][O:4][CH2:3][CH2:2]1, predict the reactants needed to synthesize it. (2) Given the product [Cl:1][C:2]1[CH:3]=[C:4]([CH:8]([C:33]2[CH:38]=[CH:37][CH:36]=[C:35]([Cl:39])[CH:34]=2)[C:9]2[S:13][C:12]([C:14]([NH:16][C@@H:17]([CH2:22][CH2:23][CH2:24][NH:25][C:26]([O:28][C:29]([CH3:31])([CH3:32])[CH3:30])=[O:27])[C:18]([OH:20])=[O:19])=[O:15])=[CH:11][CH:10]=2)[CH:5]=[CH:6][CH:7]=1, predict the reactants needed to synthesize it. The reactants are: [Cl:1][C:2]1[CH:3]=[C:4]([CH:8]([C:33]2[CH:38]=[CH:37][CH:36]=[C:35]([Cl:39])[CH:34]=2)[C:9]2[S:13][C:12]([C:14]([NH:16][C@@H:17]([CH2:22][CH2:23][CH2:24][NH:25][C:26]([O:28][C:29]([CH3:32])([CH3:31])[CH3:30])=[O:27])[C:18]([O:20]C)=[O:19])=[O:15])=[CH:11][CH:10]=2)[CH:5]=[CH:6][CH:7]=1. (3) Given the product [CH3:22][C:17]1([N:14]2[CH2:13][CH2:12][CH:11]([N:7]3[C:6]4[CH:23]=[C:2]([CH3:1])[CH:3]=[CH:4][C:5]=4[NH:9][C:8]3=[O:10])[CH2:16][CH2:15]2)[CH2:21][CH2:20][N:19]([C:24]([O:25][CH3:26])=[O:27])[CH2:18]1, predict the reactants needed to synthesize it. The reactants are: [CH3:1][C:2]1[CH:3]=[CH:4][C:5]2[NH:9][C:8](=[O:10])[N:7]([CH:11]3[CH2:16][CH2:15][N:14]([C:17]4([CH3:22])[CH2:21][CH2:20][NH:19][CH2:18]4)[CH2:13][CH2:12]3)[C:6]=2[CH:23]=1.[C:24](Cl)(=[O:27])[O:25][CH3:26].